Dataset: NCI-60 drug combinations with 297,098 pairs across 59 cell lines. Task: Regression. Given two drug SMILES strings and cell line genomic features, predict the synergy score measuring deviation from expected non-interaction effect. (1) Drug 1: CC12CCC(CC1=CCC3C2CCC4(C3CC=C4C5=CN=CC=C5)C)O. Drug 2: CC12CCC3C(C1CCC2=O)CC(=C)C4=CC(=O)C=CC34C. Cell line: PC-3. Synergy scores: CSS=9.64, Synergy_ZIP=2.41, Synergy_Bliss=1.58, Synergy_Loewe=-8.64, Synergy_HSA=2.63. (2) Drug 1: C1=NNC2=C1C(=O)NC=N2. Drug 2: CN(C(=O)NC(C=O)C(C(C(CO)O)O)O)N=O. Cell line: COLO 205. Synergy scores: CSS=0.992, Synergy_ZIP=2.76, Synergy_Bliss=-0.535, Synergy_Loewe=2.50, Synergy_HSA=-6.03.